This data is from Full USPTO retrosynthesis dataset with 1.9M reactions from patents (1976-2016). The task is: Predict the reactants needed to synthesize the given product. (1) Given the product [CH3:13][C:10]1([CH3:14])[O:11][CH2:12][C:7]2([CH2:6][C:5](=[O:19])[C:4]3[C:16](=[CH:17][CH:18]=[C:2]([C:26]4[CH:27]=[C:22]([CH:23]=[CH:24][CH:25]=4)[C:20]#[N:21])[CH:3]=3)[O:15]2)[CH2:8][O:9]1, predict the reactants needed to synthesize it. The reactants are: Br[C:2]1[CH:3]=[C:4]2[C:16](=[CH:17][CH:18]=1)[O:15][C:7]1([CH2:12][O:11][C:10]([CH3:14])([CH3:13])[O:9][CH2:8]1)[CH2:6][C:5]2=[O:19].[C:20]([C:22]1[CH:23]=[C:24](B(O)O)[CH:25]=[CH:26][CH:27]=1)#[N:21].C([O-])([O-])=O.[Cs+].[Cs+]. (2) Given the product [S:31](=[O:33])(=[O:32])([O:11][CH2:10][C@H:9]1[CH2:8][C@@H:7]([NH:12][C:13]2[N:21]=[CH:20][N:19]=[C:18]3[C:14]=2[N:15]=[CH:16][NH:17]3)[C@H:5]([OH:6])[C@@H:4]1[OH:3])[NH2:34], predict the reactants needed to synthesize it. The reactants are: CC1(C)[O:6][C@H:5]2[C@H:7]([NH:12][C:13]3[N:21]=[CH:20][N:19]=[C:18]4[C:14]=3[N:15]=[CH:16][NH:17]4)[CH2:8][C@H:9]([CH2:10][OH:11])[C@H:4]2[O:3]1.CCN(CC)CC.Cl[S:31]([NH2:34])(=[O:33])=[O:32].C(#N)C.Cl.O. (3) Given the product [C:31]([NH:30][CH:27]1[CH2:28][CH2:29][N:24]([C:2]2[N:7]3[N:8]=[C:9]([CH3:11])[CH:10]=[C:6]3[N:5]=[C:4]([NH:12][C:13]([CH:15]3[CH2:17][CH:16]3[C:18]3[CH:23]=[CH:22][N:21]=[CH:20][CH:19]=3)=[O:14])[CH:3]=2)[CH2:25][CH2:26]1)(=[O:33])[CH3:32], predict the reactants needed to synthesize it. The reactants are: Cl[C:2]1[N:7]2[N:8]=[C:9]([CH3:11])[CH:10]=[C:6]2[N:5]=[C:4]([NH:12][C:13]([C@@H:15]2[CH2:17][C@H:16]2[C:18]2[CH:23]=[CH:22][N:21]=[CH:20][CH:19]=2)=[O:14])[CH:3]=1.[NH:24]1[CH2:29][CH2:28][CH:27]([NH:30][C:31](=[O:33])[CH3:32])[CH2:26][CH2:25]1. (4) Given the product [ClH:1].[NH2:12][CH2:11][CH2:10][CH:9]([NH:8][C:6]([C:5]1[CH:26]=[CH:27][C:2]([Cl:1])=[C:3]([NH:28][C:29]([C:31]2[C:40](=[O:41])[NH:39][C:34]3[N:35]=[CH:36][N:37]=[CH:38][C:33]=3[CH:32]=2)=[O:30])[CH:4]=1)=[O:7])[C:20]1[CH:21]=[CH:22][CH:23]=[CH:24][CH:25]=1, predict the reactants needed to synthesize it. The reactants are: [Cl:1][C:2]1[CH:27]=[CH:26][C:5]([C:6]([NH:8][CH:9]([C:20]2[CH:25]=[CH:24][CH:23]=[CH:22][CH:21]=2)[CH2:10][CH2:11][NH:12]C(=O)OC(C)(C)C)=[O:7])=[CH:4][C:3]=1[NH:28][C:29]([C:31]1[C:40](=[O:41])[NH:39][C:34]2[N:35]=[CH:36][N:37]=[CH:38][C:33]=2[CH:32]=1)=[O:30].Cl. (5) Given the product [CH3:23][O:22][C:16]1[CH:15]=[C:14]([CH:19]=[CH:18][C:17]=1[O:20][CH3:21])[CH2:13][C:12]1[N:36]([C:38]2[CH:43]=[C:42]([CH3:44])[N:41]=[C:40]([CH3:45])[N:39]=2)[N:37]=[C:10]([NH:25][CH2:26][C:27]2[CH:32]=[CH:31][C:30]([O:33][CH3:34])=[CH:29][CH:28]=2)[N:11]=1, predict the reactants needed to synthesize it. The reactants are: N1([C:10]([NH:25][CH2:26][C:27]2[CH:32]=[CH:31][C:30]([O:33][CH2:34]C)=[CH:29][CH:28]=2)=[N:11][C:12](=O)[CH2:13][C:14]2[CH:19]=[CH:18][C:17]([O:20][CH3:21])=[C:16]([O:22][CH3:23])[CH:15]=2)C2C=CC=CC=2N=N1.[NH:36]([C:38]1[CH:43]=[C:42]([CH3:44])[N:41]=[C:40]([CH3:45])[N:39]=1)[NH2:37].